The task is: Predict the reactants needed to synthesize the given product.. This data is from Full USPTO retrosynthesis dataset with 1.9M reactions from patents (1976-2016). (1) The reactants are: [CH3:1][S:2]([O-:5])(=O)=[O:3].[CH2:6]([C@@:9]1([CH3:35])[CH2:14][C@H:13]([C:15]2[CH:20]=[C:19]([F:21])[CH:18]=[C:17]([Cl:22])[CH:16]=2)[C@@H:12]([C:23]2[CH:28]=[CH:27][C:26]([Cl:29])=[CH:25][CH:24]=2)[N+:11]2[C@@H:30]([CH2:33][CH3:34])[CH2:31][O:32][C:10]1=2)[CH:7]=[CH2:8].CS(O)=O.[Na]. Given the product [CH2:6]([C@@:9]1([CH3:35])[CH2:14][C@H:13]([C:15]2[CH:20]=[C:19]([F:21])[CH:18]=[C:17]([Cl:22])[CH:16]=2)[C@@H:12]([C:23]2[CH:24]=[CH:25][C:26]([Cl:29])=[CH:27][CH:28]=2)[N:11]([C@@H:30]([CH2:33][CH3:34])[CH2:31][S:2]([CH3:1])(=[O:5])=[O:3])[C:10]1=[O:32])[CH:7]=[CH2:8], predict the reactants needed to synthesize it. (2) Given the product [C:28]12([CH2:38][NH:39][C:16]([C:9]3[C:10]4[C:15](=[CH:14][CH:13]=[CH:12][CH:11]=4)[N:7]([C:2]4[N:1]=[CH:6][CH:5]=[CH:4][N:3]=4)[CH:8]=3)=[O:18])[CH2:35][CH:34]3[CH2:33][CH:32]([CH2:31][CH:30]([CH2:36]3)[CH2:29]1)[CH2:37]2, predict the reactants needed to synthesize it. The reactants are: [N:1]1[CH:6]=[CH:5][CH:4]=[N:3][C:2]=1[N:7]1[C:15]2[C:10](=[CH:11][CH:12]=[CH:13][CH:14]=2)[C:9]([C:16]([OH:18])=O)=[CH:8]1.C(N(C(C)C)CC)(C)C.[C:28]12([CH2:38][NH2:39])[CH2:37][CH:32]3[CH2:33][CH:34]([CH2:36][CH:30]([CH2:31]3)[CH2:29]1)[CH2:35]2.F[P-](F)(F)(F)(F)F.N1(O[P+](N(C)C)(N(C)C)N(C)C)C2C=CC=CC=2N=N1.